This data is from Reaction yield outcomes from USPTO patents with 853,638 reactions. The task is: Predict the reaction yield, written as a fraction of the theoretical maximum amount of product (1.0 means a 100% yield; for example, 0.34 means a 34% yield). (1) The reactants are [CH3:1][O:2][C:3](=[O:17])[C:4]1[CH:9]=[C:8]([C:10]#[N:11])[N:7]=[C:6]([NH:12][C@H:13]([CH2:15][CH3:16])[CH3:14])[CH:5]=1.[N-:18]=[N+:19]=[N-:20].[Na+].Cl.C(N(CC)CC)C. The catalyst is C1(C)C=CC=CC=1. The product is [CH3:1][O:2][C:3](=[O:17])[C:4]1[CH:9]=[C:8]([C:10]2[N:18]=[N:19][NH:20][N:11]=2)[N:7]=[C:6]([NH:12][C@H:13]([CH2:15][CH3:16])[CH3:14])[CH:5]=1. The yield is 0.650. (2) The reactants are Br[C:2]1[N:3]=[C:4]([C:9]2[CH:14]=[CH:13][CH:12]=[C:11]([Cl:15])[CH:10]=2)[C:5]([NH2:8])=[N:6][CH:7]=1.[CH2:16](Cl)Cl.[C]=O.[C:21]([OH:33])(=[O:32])CC(CC(O)=O)(C(O)=O)O. The catalyst is CO.Cl[Pd]Cl.C1C=CC(P(C2C=CC=CC=2)[C-]2C=CC=C2)=CC=1.C1C=CC(P(C2C=CC=CC=2)[C-]2C=CC=C2)=CC=1.[Fe+2].C(OCC)(=O)C.C(N(CC)CC)C. The product is [CH3:16][O:33][C:21]([C:2]1[CH:7]=[N:6][C:5]([NH2:8])=[C:4]([C:9]2[CH:14]=[CH:13][CH:12]=[C:11]([Cl:15])[CH:10]=2)[N:3]=1)=[O:32]. The yield is 0.270. (3) The reactants are [Cl:1][C:2]1[S:6][C:5]([S:7]([N:10]([CH2:17][CH3:18])[C:11]2([C:14]([OH:16])=O)[CH2:13][CH2:12]2)(=[O:9])=[O:8])=[CH:4][CH:3]=1.CCOC(OC(OCC)=O)=O.[CH3:30][O:31][C:32]1[CH:37]=[C:36]([CH2:38][NH2:39])[CH:35]=[C:34]([C:40]2[CH:45]=[CH:44][C:43]([C:46]([F:49])([F:48])[F:47])=[CH:42][CH:41]=2)[N:33]=1. The catalyst is C1COCC1. The product is [Cl:1][C:2]1[S:6][C:5]([S:7]([N:10]([CH2:17][CH3:18])[C:11]2([C:14]([NH:39][CH2:38][C:36]3[CH:35]=[C:34]([C:40]4[CH:41]=[CH:42][C:43]([C:46]([F:47])([F:48])[F:49])=[CH:44][CH:45]=4)[N:33]=[C:32]([O:31][CH3:30])[CH:37]=3)=[O:16])[CH2:12][CH2:13]2)(=[O:8])=[O:9])=[CH:4][CH:3]=1. The yield is 0.260. (4) The reactants are [CH2:1](O)[CH2:2][CH2:3][CH2:4][CH2:5][CH2:6][CH2:7][CH2:8][CH2:9][CH2:10][CH2:11][CH2:12][CH2:13][CH2:14][CH2:15][CH2:16][CH2:17][CH3:18].C1C=CC(P(C2C=CC=CC=2)C2C=CC=CC=2)=CC=1.C(Br)(Br)(Br)[Br:40]. The product is [CH2:1]([Br:40])[CH2:2][CH2:3][CH2:4][CH2:5][CH2:6][CH2:7][CH2:8][CH2:9][CH2:10][CH2:11][CH2:12][CH2:13][CH2:14][CH2:15][CH2:16][CH2:17][CH3:18]. The yield is 0.960. The catalyst is C(Cl)Cl. (5) The reactants are O1[C:5]2([CH2:10][CH2:9][N:8]([C:11]3[CH:16]=[CH:15][C:14]([N:17]4[C:22](=[O:23])[C:21]([CH2:24][C:25]5[CH:30]=[CH:29][C:28]([C:31]6[CH:36]=[CH:35][CH:34]=[CH:33][C:32]=6[C:37]6[NH:41][C:40](=[O:42])[O:39][N:38]=6)=[CH:27][CH:26]=5)=[C:20]([CH2:43][CH2:44][CH3:45])[N:19]=[C:18]4[CH2:46][CH3:47])=[CH:13][CH:12]=3)[CH2:7][CH2:6]2)[O:4]CC1. The catalyst is O1CCCC1.C(OCC)(=O)C. The product is [CH2:46]([C:18]1[N:17]([C:14]2[CH:13]=[CH:12][C:11]([N:8]3[CH2:9][CH2:10][C:5](=[O:4])[CH2:6][CH2:7]3)=[CH:16][CH:15]=2)[C:22](=[O:23])[C:21]([CH2:24][C:25]2[CH:30]=[CH:29][C:28]([C:31]3[CH:36]=[CH:35][CH:34]=[CH:33][C:32]=3[C:37]3[NH:41][C:40](=[O:42])[O:39][N:38]=3)=[CH:27][CH:26]=2)=[C:20]([CH2:43][CH2:44][CH3:45])[N:19]=1)[CH3:47]. The yield is 0.380.